From a dataset of Catalyst prediction with 721,799 reactions and 888 catalyst types from USPTO. Predict which catalyst facilitates the given reaction. Reactant: ClCC([NH:5][C:6]1[CH:11]=[CH:10][C:9](Cl)=[C:8](C(F)(F)F)C=1)=O.[Cl:17][C:18]1[CH:23]=[CH:22][C:21]([NH:24][C:25](=[O:41])[CH2:26][NH:27][C:28]2[CH:33]=[CH:32][CH:31]=[C:30]([O:34]C3C=NC=CC=3)[CH:29]=2)=[CH:20][C:19]=1[C:42]([F:45])([F:44])[F:43].C(N(C(C)C)C(C)C)C. Product: [Cl:17][C:18]1[CH:23]=[CH:22][C:21]([NH:24][C:25](=[O:41])[CH2:26][NH:27][C:28]2[CH:33]=[CH:32][CH:31]=[C:30]([O:34][C:10]3[CH:11]=[CH:6][N:5]=[CH:8][CH:9]=3)[CH:29]=2)=[CH:20][C:19]=1[C:42]([F:43])([F:44])[F:45]. The catalyst class is: 9.